Dataset: Full USPTO retrosynthesis dataset with 1.9M reactions from patents (1976-2016). Task: Predict the reactants needed to synthesize the given product. (1) Given the product [CH:1]1[CH:6]=[CH:5][C:4]([C:10]([OH:12])=[O:11])=[C:3]([C:13]2[C:14]3[CH:19]=[CH:18][C:17]([OH:20])=[CH:16][C:15]=3[O:21][C:22]3[C:23]=2[CH:24]=[CH:25][C:26]([CH:27]=3)=[O:28])[CH:2]=1, predict the reactants needed to synthesize it. The reactants are: [CH:1]1[C:6](N=C=S)=[CH:5][C:4]2[C:10]([O:12][C:13]3([C:23]4[CH:24]=[CH:25][C:26]([OH:28])=[CH:27][C:22]=4[O:21][C:15]4[CH:16]=[C:17]([OH:20])[CH:18]=[CH:19][C:14]3=4)[C:3]=2[CH:2]=1)=[O:11].C(N(CC)CC)C.O. (2) Given the product [F:20][C:12]([F:21])([C:13]1[CH:18]=[CH:17][C:16]([F:19])=[CH:15][N:14]=1)[C:4]1[N:3]=[C:2]([NH:70][C:68]2[S:69][C:65]([CH3:64])=[CH:66][N:67]=2)[C:11]2[C:6](=[CH:7][CH:8]=[CH:9][CH:10]=2)[N:5]=1, predict the reactants needed to synthesize it. The reactants are: Cl[C:2]1[C:11]2[C:6](=[CH:7][CH:8]=[CH:9][CH:10]=2)[N:5]=[C:4]([C:12]([F:21])([F:20])[C:13]2[CH:18]=[CH:17][C:16]([F:19])=[CH:15][N:14]=2)[N:3]=1.C1(P(C2C=CC=CC=2)C2C3OC4C(=CC=CC=4P(C4C=CC=CC=4)C4C=CC=CC=4)C(C)(C)C=3C=CC=2)C=CC=CC=1.[CH3:64][C:65]1[S:69][C:68]([NH2:70])=[N:67][CH:66]=1.C([O-])([O-])=O.[Na+].[Na+]. (3) Given the product [Cl:16][C:15]1[C:10]([C:8]([C:3]2[CH:4]=[CH:5][CH:6]=[CH:7][C:2]=2[Cl:1])=[O:9])=[N:11][CH:12]=[C:13]([O:26][C:20]2[CH:21]=[CH:22][C:23]([F:25])=[CH:24][C:19]=2[F:18])[N:14]=1, predict the reactants needed to synthesize it. The reactants are: [Cl:1][C:2]1[CH:7]=[CH:6][CH:5]=[CH:4][C:3]=1[C:8]([C:10]1[C:15]([Cl:16])=[N:14][C:13](Cl)=[CH:12][N:11]=1)=[O:9].[F:18][C:19]1[CH:24]=[C:23]([F:25])[CH:22]=[CH:21][C:20]=1[OH:26].C(=O)([O-])[O-].[K+].[K+]. (4) Given the product [F:27][C:21]1[CH:22]=[CH:23][CH:24]=[C:25]([F:26])[C:20]=1[CH:13]([C:14]1[CH:19]=[CH:18][CH:17]=[CH:16][CH:15]=1)[O:12][C:5]1[CH:4]=[CH:3][C:2]([NH:1][C:39]([NH:38][C:32]2[CH:33]=[CH:34][C:35]([O:36][CH3:37])=[C:30]([O:29][CH3:28])[CH:31]=2)=[O:40])=[CH:11][C:6]=1[C:7]([O:9][CH3:10])=[O:8], predict the reactants needed to synthesize it. The reactants are: [NH2:1][C:2]1[CH:3]=[CH:4][C:5]([O:12][CH:13]([C:20]2[C:25]([F:26])=[CH:24][CH:23]=[CH:22][C:21]=2[F:27])[C:14]2[CH:19]=[CH:18][CH:17]=[CH:16][CH:15]=2)=[C:6]([CH:11]=1)[C:7]([O:9][CH3:10])=[O:8].[CH3:28][O:29][C:30]1[CH:31]=[C:32]([N:38]=[C:39]=[O:40])[CH:33]=[CH:34][C:35]=1[O:36][CH3:37]. (5) Given the product [Cl:1][C:2]1[NH:3][C:4]([NH:32][CH2:33][CH2:34][C:35]2[CH:39]=[CH:38][S:37][CH:36]=2)=[C:5]([F:31])[C:6](=[N:8][NH2:9])[N:7]=1, predict the reactants needed to synthesize it. The reactants are: [Cl:1][C:2]1[N:7]=[C:6]([N:8](C(OC(C)(C)C)=O)[N:9](C(OC(C)(C)C)=O)C(OC(C)(C)C)=O)[C:5]([F:31])=[C:4]([NH:32][CH2:33][CH2:34][C:35]2[CH:39]=[CH:38][S:37][CH:36]=2)[N:3]=1.Cl. (6) Given the product [OH:17][CH2:16][C@@H:15]([NH:18][CH3:19])[CH2:14][CH2:13][CH2:12][N:3]1[C:4](=[O:11])[C:5]2[C:10](=[CH:9][CH:8]=[CH:7][CH:6]=2)[C:2]1=[O:1], predict the reactants needed to synthesize it. The reactants are: [O:1]=[C:2]1[C:10]2[C:5](=[CH:6][CH:7]=[CH:8][CH:9]=2)[C:4](=[O:11])[N:3]1[CH2:12][CH2:13][CH2:14][C@H:15]([N:18](C)[C:19](=O)OCC1C=CC=CC=1)[CH2:16][OH:17].[H][H]. (7) Given the product [Br:52][CH2:14][C:13]1[N:12]([C:15]2[CH:16]=[CH:17][C:18]([N+:21]([O-:23])=[O:22])=[CH:19][CH:20]=2)[N:11]=[C:10]2[C:9]=1[C:8](=[O:24])[N:7]([C:25]1[CH:30]=[CH:29][CH:28]=[C:27]([O:31][CH3:32])[C:26]=1[F:33])[C:6](=[O:34])[N:5]2[CH2:4][C:3]1[C:35]([F:39])=[CH:36][CH:37]=[CH:38][C:2]=1[F:1], predict the reactants needed to synthesize it. The reactants are: [F:1][C:2]1[CH:38]=[CH:37][CH:36]=[C:35]([F:39])[C:3]=1[CH2:4][N:5]1[C:10]2=[N:11][N:12]([C:15]3[CH:20]=[CH:19][C:18]([N+:21]([O-:23])=[O:22])=[CH:17][CH:16]=3)[C:13]([CH3:14])=[C:9]2[C:8](=[O:24])[N:7]([C:25]2[CH:30]=[CH:29][CH:28]=[C:27]([O:31][CH3:32])[C:26]=2[F:33])[C:6]1=[O:34].N(C(C)(C)C#N)=NC(C)(C)C#N.[Br:52]N1C(=O)CCC1=O.